This data is from Full USPTO retrosynthesis dataset with 1.9M reactions from patents (1976-2016). The task is: Predict the reactants needed to synthesize the given product. (1) Given the product [C:1]([O:5][C:6](=[O:15])[N:7]([CH2:18][CH:17]=[CH2:16])[C:8]1[CH:9]=[N:10][CH:11]=[CH:12][C:13]=1[Cl:14])([CH3:4])([CH3:2])[CH3:3], predict the reactants needed to synthesize it. The reactants are: [C:1]([O:5][C:6](=[O:15])[NH:7][C:8]1[CH:9]=[N:10][CH:11]=[CH:12][C:13]=1[Cl:14])([CH3:4])([CH3:3])[CH3:2].[CH2:16](Br)[CH:17]=[CH2:18].C(=O)([O-])[O-].[Cs+].[Cs+]. (2) Given the product [CH3:1][O:2][C:3]1[CH:4]=[C:5]([CH:18]=[CH:19][C:20]=1[O:21][CH3:22])[C:6]([C:8]1[CH:17]=[CH:16][C:11]([C:12]([OH:14])=[O:13])=[CH:10][CH:9]=1)=[O:7], predict the reactants needed to synthesize it. The reactants are: [CH3:1][O:2][C:3]1[CH:4]=[C:5]([CH:18]=[CH:19][C:20]=1[O:21][CH3:22])[C:6]([C:8]1[CH:17]=[CH:16][C:11]([C:12]([O:14]C)=[O:13])=[CH:10][CH:9]=1)=[O:7].[OH-].[Na+]. (3) Given the product [N+:1]([C:4]1[CH:5]=[C:6]([C:10]2[N:11]=[C:12]([CH2:15][N:16]3[CH:20]=[C:19]([C:21]([OH:23])=[O:22])[CH:18]=[N:17]3)[S:13][CH:14]=2)[CH:7]=[CH:8][CH:9]=1)([O-:3])=[O:2], predict the reactants needed to synthesize it. The reactants are: [N+:1]([C:4]1[CH:5]=[C:6]([C:10]2[N:11]=[C:12]([CH2:15][N:16]3[CH:20]=[C:19]([C:21]([O:23]CC)=[O:22])[CH:18]=[N:17]3)[S:13][CH:14]=2)[CH:7]=[CH:8][CH:9]=1)([O-:3])=[O:2].[OH-].[Na+].Cl. (4) The reactants are: [Br:1][CH2:2][CH:3]=[CH:4][CH2:5][O:6][CH2:7][CH2:8][O:9][CH2:10][CH2:11][O:12][CH2:13][CH2:14][O:15][CH2:16][CH2:17][C:18]([OH:20])=[O:19].[CH2:21](Cl)Cl. Given the product [CH3:21][O:19][C:18](=[O:20])[CH2:17][CH2:16][O:15][CH2:14][CH2:13][O:12][CH2:11][CH2:10][O:9][CH2:8][CH2:7][O:6][CH2:5][CH:4]=[CH:3][CH2:2][Br:1], predict the reactants needed to synthesize it. (5) Given the product [Cl:26][C:27]1[N:32]=[C:31]([NH:1][C:2]2[CH:3]=[C:4]([CH2:8][C:9]([NH:11][C:12]3[CH:13]=[C:14]([NH:18][C:19](=[O:25])[O:20][C:21]([CH3:22])([CH3:24])[CH3:23])[CH:15]=[CH:16][CH:17]=3)=[O:10])[CH:5]=[CH:6][CH:7]=2)[C:30]([Cl:34])=[CH:29][N:28]=1, predict the reactants needed to synthesize it. The reactants are: [NH2:1][C:2]1[CH:3]=[C:4]([CH2:8][C:9]([NH:11][C:12]2[CH:13]=[C:14]([NH:18][C:19](=[O:25])[O:20][C:21]([CH3:24])([CH3:23])[CH3:22])[CH:15]=[CH:16][CH:17]=2)=[O:10])[CH:5]=[CH:6][CH:7]=1.[Cl:26][C:27]1[N:32]=[C:31](Cl)[C:30]([Cl:34])=[CH:29][N:28]=1.C(=O)([O-])[O-].[K+].[K+].